This data is from Reaction yield outcomes from USPTO patents with 853,638 reactions. The task is: Predict the reaction yield, written as a fraction of the theoretical maximum amount of product (1.0 means a 100% yield; for example, 0.34 means a 34% yield). The reactants are [CH2:1]([O:8][C:9]([N:11]1[CH2:16][CH2:15][N:14]([C:17]([O:19][C:20]([CH3:23])([CH3:22])[CH3:21])=[O:18])[CH:13]([C:24]([OH:26])=[O:25])[CH2:12]1)=[O:10])[C:2]1[CH:7]=[CH:6][CH:5]=[CH:4][CH:3]=1.[CH:27]1(O)[CH2:31][CH2:30][CH2:29][CH2:28]1.C(Cl)CCl.O. The catalyst is C(Cl)Cl.CN(C1C=CN=CC=1)C. The product is [N:14]1([C:17]([O:19][C:20]([CH3:22])([CH3:23])[CH3:21])=[O:18])[CH2:15][CH2:16][N:11]([C:9]([O:8][CH2:1][C:2]2[CH:3]=[CH:4][CH:5]=[CH:6][CH:7]=2)=[O:10])[CH2:12][CH:13]1[C:24]([O:26][CH:27]1[CH2:31][CH2:30][CH2:29][CH2:28]1)=[O:25]. The yield is 0.880.